From a dataset of Peptide-MHC class I binding affinity with 185,985 pairs from IEDB/IMGT. Regression. Given a peptide amino acid sequence and an MHC pseudo amino acid sequence, predict their binding affinity value. This is MHC class I binding data. (1) The peptide sequence is LVVAQLLRI. The MHC is Patr-B0101 with pseudo-sequence Patr-B0101. The binding affinity (normalized) is 0.478. (2) The peptide sequence is RAEDTAVYYCA. The MHC is HLA-A02:06 with pseudo-sequence HLA-A02:06. The binding affinity (normalized) is 0.0900.